The task is: Predict the reactants needed to synthesize the given product.. This data is from Full USPTO retrosynthesis dataset with 1.9M reactions from patents (1976-2016). (1) The reactants are: [NH2:1][CH2:2][CH2:3][CH2:4][N:5]1[CH2:9][CH2:8][CH2:7][C:6]1=[O:10].Cl[C:12]1[CH:17]=[C:16]([C:18]2[CH:23]=[CH:22][CH:21]=[C:20]([CH3:24])[C:19]=2[Cl:25])[N:15]=[C:14]([NH2:26])[N:13]=1. Given the product [NH2:26][C:14]1[N:13]=[C:12]([NH:1][CH2:2][CH2:3][CH2:4][N:5]2[CH2:9][CH2:8][CH2:7][C:6]2=[O:10])[CH:17]=[C:16]([C:18]2[CH:23]=[CH:22][CH:21]=[C:20]([CH3:24])[C:19]=2[Cl:25])[N:15]=1, predict the reactants needed to synthesize it. (2) Given the product [CH3:1][O:2][CH2:3][C:4]([C:7]1[CH:8]=[CH:9][C:10]([NH2:13])=[CH:11][CH:12]=1)([CH3:6])[CH3:5], predict the reactants needed to synthesize it. The reactants are: [CH3:1][O:2][CH2:3][C:4]([C:7]1[CH:12]=[CH:11][C:10]([N+:13]([O-])=O)=[CH:9][CH:8]=1)([CH3:6])[CH3:5]. (3) Given the product [CH2:12]([NH:8][C:7]1[CH:9]=[CH:10][CH:11]=[C:5]([O:4][CH:1]([CH3:3])[CH3:2])[CH:6]=1)[CH2:13][CH2:14][CH3:15], predict the reactants needed to synthesize it. The reactants are: [CH:1]([O:4][C:5]1[CH:6]=[C:7]([CH:9]=[CH:10][CH:11]=1)[NH2:8])([CH3:3])[CH3:2].[CH:12](=O)[CH2:13][CH2:14][CH3:15]. (4) Given the product [Cl:1][C:2]1[C:3]([OH:26])=[C:4]([CH2:12][N:13]2[CH2:18][CH2:17][N:16]([C:19]([O:21][C:22]([CH3:23])([CH3:25])[CH3:24])=[O:20])[CH2:15][CH2:14]2)[C:5]2[O:9]/[C:8](=[CH:37]\[C:31]3[C:30]4[C:34](=[CH:35][CH:36]=[C:28]([Br:27])[CH:29]=4)[NH:33][N:32]=3)/[C:7](=[O:10])[C:6]=2[CH:11]=1, predict the reactants needed to synthesize it. The reactants are: [Cl:1][C:2]1[C:3]([OH:26])=[C:4]([CH2:12][N:13]2[CH2:18][CH2:17][N:16]([C:19]([O:21][C:22]([CH3:25])([CH3:24])[CH3:23])=[O:20])[CH2:15][CH2:14]2)[C:5]2[O:9][CH2:8][C:7](=[O:10])[C:6]=2[CH:11]=1.[Br:27][C:28]1[CH:29]=[C:30]2[C:34](=[CH:35][CH:36]=1)[NH:33][N:32]=[C:31]2[CH:37]=O.N1CCCCC1.